From a dataset of Choline transporter screen with 302,306 compounds. Binary Classification. Given a drug SMILES string, predict its activity (active/inactive) in a high-throughput screening assay against a specified biological target. (1) The drug is Clc1ccc(C2NC(C(C(=O)C2C)C)c2ccc(Cl)cc2)cc1. The result is 0 (inactive). (2) The compound is s1\c(n(CC=C)c(=O)cc1C(OC)=O)=N/CC=C. The result is 0 (inactive). (3) The molecule is O1C(CC(CC1)(CC\N=C\c1ccc(N(C)C)cc1)c1ccc(OC)cc1)(C)C. The result is 0 (inactive). (4) The molecule is O=C1C(C(C2C(=O)CC(CC2=O)c2ccc(OC)cc2)c2ccc(O)cc2)C(=O)CC(C1)c1ccc(OC)cc1. The result is 0 (inactive). (5) The drug is S(=O)(=O)(N1CCCCCC1)c1ccc(C(=O)N2CCN(CC2)c2c(OC)cccc2)cc1. The result is 0 (inactive).